Regression. Given a peptide amino acid sequence and an MHC pseudo amino acid sequence, predict their binding affinity value. This is MHC class II binding data. From a dataset of Peptide-MHC class II binding affinity with 134,281 pairs from IEDB. (1) The peptide sequence is TTGAYSNASSTESASY. The MHC is H-2-IAb with pseudo-sequence H-2-IAb. The binding affinity (normalized) is 0.666. (2) The peptide sequence is MWRSRADEINAIFEE. The MHC is HLA-DQA10501-DQB10302 with pseudo-sequence HLA-DQA10501-DQB10302. The binding affinity (normalized) is 0.349. (3) The peptide sequence is VMAPDKPSLDISLET. The MHC is DRB4_0101 with pseudo-sequence DRB4_0103. The binding affinity (normalized) is 0.297. (4) The peptide sequence is GWLCKMHTGIVRDKK. The MHC is H-2-IEd with pseudo-sequence H-2-IEd. The binding affinity (normalized) is 0.533. (5) The peptide sequence is KTMVKKWRDVPYLTK. The MHC is DRB4_0103 with pseudo-sequence DRB4_0103. The binding affinity (normalized) is 0.744.